Task: Predict the product of the given reaction.. Dataset: Forward reaction prediction with 1.9M reactions from USPTO patents (1976-2016) (1) Given the reactants [C:1]1([C:7](N)([C:9]2[CH:14]=[CH:13][CH:12]=[CH:11][CH:10]=2)[CH3:8])[CH:6]=[CH:5][CH:4]=[CH:3][CH:2]=1.C1(C(C2C=CC=CC=2)CC[N:25]=[C:26]=[S:27])C=CC=CC=1, predict the reaction product. The product is: [C:1]1([CH:7]([C:9]2[CH:14]=[CH:13][CH:12]=[CH:11][CH:10]=2)[CH2:8][N:25]=[C:26]=[S:27])[CH:6]=[CH:5][CH:4]=[CH:3][CH:2]=1. (2) The product is: [F:7][C:2]([P:8]([C:12]([F:17])([F:18])[C:13]([F:16])([F:15])[F:14])(=[O:9])[O-:11])([F:1])[C:3]([F:6])([F:5])[F:4].[CH3:2][S+:25]([C:19]1[CH:20]=[CH:21][CH:22]=[CH:23][CH:24]=1)[C:26]1[CH:27]=[CH:28][CH:29]=[CH:30][CH:31]=1. Given the reactants [F:1][C:2]([P:8]([C:12]([F:18])([F:17])[C:13]([F:16])([F:15])[F:14])(=[O:11])[O:9]C)([F:7])[C:3]([F:6])([F:5])[F:4].[C:19]1([S:25][C:26]2[CH:31]=[CH:30][CH:29]=[CH:28][CH:27]=2)[CH:24]=[CH:23][CH:22]=[CH:21][CH:20]=1, predict the reaction product. (3) Given the reactants [CH3:1][O:2][C:3]1[CH:8]=[CH:7][C:6]([CH2:9][C:10]([C:12]2[CH:17]=[CH:16][CH:15]=[CH:14][CH:13]=2)=O)=[CH:5][CH:4]=1.Cl.[C:19]1([NH:25]N)[CH:24]=[CH:23][CH:22]=[CH:21][CH:20]=1.Cl, predict the reaction product. The product is: [CH3:1][O:2][C:3]1[CH:8]=[CH:7][C:6]([C:9]2[C:24]3[C:19](=[CH:20][CH:21]=[CH:22][CH:23]=3)[NH:25][C:10]=2[C:12]2[CH:17]=[CH:16][CH:15]=[CH:14][CH:13]=2)=[CH:5][CH:4]=1. (4) The product is: [CH2:1]([O:3][C:4]1[CH:5]=[C:6]2[C:11](=[C:12]3[CH2:16][C:15]([CH3:18])([CH3:17])[O:14][C:13]=13)[C:10]([C:19]1[CH:28]=[CH:27][C:22]([C:23]([O:25][CH3:26])=[O:24])=[C:21]([NH:29][CH2:36][C:37]3[CH:46]=[CH:45][C:44]4[C:39](=[CH:40][CH:41]=[CH:42][CH:43]=4)[N:38]=3)[CH:20]=1)=[N:9][C:8]([CH3:47])([CH3:48])[CH2:7]2)[CH3:2]. Given the reactants [CH2:1]([O:3][C:4]1[CH:5]=[C:6]2[C:11](=[C:12]3[CH2:16][C:15]([CH3:18])([CH3:17])[O:14][C:13]=13)[C:10]([C:19]1[CH:28]=[CH:27][C:22]([C:23]([O:25][CH3:26])=[O:24])=[C:21]([N:29]([CH2:36][C:37]3[CH:46]=[CH:45][C:44]4[C:39](=[CH:40][CH:41]=[CH:42][CH:43]=4)[N:38]=3)C(=O)C(F)(F)F)[CH:20]=1)=[N:9][C:8]([CH3:48])([CH3:47])[CH2:7]2)[CH3:2].C(=O)([O-])[O-].[K+].[K+], predict the reaction product.